Predict the reactants needed to synthesize the given product. From a dataset of Full USPTO retrosynthesis dataset with 1.9M reactions from patents (1976-2016). (1) Given the product [CH3:1][C:2]1([CH3:16])[O:7][C:6]2[CH:8]=[CH:9][C:10]([N+:12]([O-:14])=[O:13])=[CH:11][C:5]=2[NH:4][CH2:3]1, predict the reactants needed to synthesize it. The reactants are: [CH3:1][C:2]1([CH3:16])[O:7][C:6]2[CH:8]=[CH:9][C:10]([N+:12]([O-:14])=[O:13])=[CH:11][C:5]=2[NH:4][C:3]1=O.CO.Cl. (2) Given the product [CH3:19][O:18][C:11]1[CH:12]=[CH:13][CH:14]=[C:15]([O:16][CH3:17])[C:10]=1[CH:2]1[N:1]([CH2:34][C:30]2[CH:31]=[CH:32][C:33]3[N:21]([CH3:20])[C:22]4[C:27]([C:28]=3[CH:29]=2)=[CH:26][CH:25]=[CH:24][CH:23]=4)[C:6](=[O:8])[CH2:5][CH2:4][CH2:3]1, predict the reactants needed to synthesize it. The reactants are: [NH2:1][CH:2]([C:10]1[C:15]([O:16][CH3:17])=[CH:14][CH:13]=[CH:12][C:11]=1[O:18][CH3:19])[CH2:3][CH2:4][CH2:5][C:6]([O:8]C)=O.[CH3:20][N:21]1[C:33]2[CH:32]=[CH:31][C:30]([CH:34]=O)=[CH:29][C:28]=2[C:27]2[C:22]1=[CH:23][CH:24]=[CH:25][CH:26]=2. (3) Given the product [CH2:1]([O:8][C:9]1[C:10]([Br:16])=[CH:11][C:12]([OH:15])=[C:13]([CH:14]=1)[CH:20]=[O:21])[C:2]1[CH:3]=[CH:4][CH:5]=[CH:6][CH:7]=1, predict the reactants needed to synthesize it. The reactants are: [CH2:1]([O:8][C:9]1[CH:14]=[CH:13][C:12]([OH:15])=[CH:11][C:10]=1[Br:16])[C:2]1[CH:7]=[CH:6][CH:5]=[CH:4][CH:3]=1.[Mg+2].[Cl-].[Cl-].[CH2:20]=[O:21].[Cl-].[NH4+]. (4) The reactants are: [CH3:1][C:2]1([CH3:9])[O:6][C@H:5]([CH2:7][OH:8])[CH2:4][O:3]1.C(N(CC)CC)C.[C:17]([Si:21](Cl)([C:28]1[CH:33]=[CH:32][CH:31]=[CH:30][CH:29]=1)[C:22]1[CH:27]=[CH:26][CH:25]=[CH:24][CH:23]=1)([CH3:20])([CH3:19])[CH3:18]. Given the product [CH3:1][C:2]1([CH3:9])[O:6][C@H:5]([CH2:7][O:8][Si:21]([C:22]2[CH:27]=[CH:26][CH:25]=[CH:24][CH:23]=2)([C:28]2[CH:29]=[CH:30][CH:31]=[CH:32][CH:33]=2)[C:17]([CH3:20])([CH3:18])[CH3:19])[CH2:4][O:3]1, predict the reactants needed to synthesize it. (5) Given the product [F:22][C:2]1([F:1])[C:4]2([C:13]3[C:8](=[CH:9][CH:10]=[CH:11][CH:12]=3)[NH:7][CH2:6][CH2:5]2)[CH2:3]1, predict the reactants needed to synthesize it. The reactants are: [F:1][C:2]1([F:22])[C:4]2([C:13]3[C:8](=[CH:9][CH:10]=[CH:11][CH:12]=3)[N:7](NC(OC(C)(C)C)=O)[CH2:6][CH2:5]2)[CH2:3]1.Cl. (6) Given the product [C:29]([O:33][C:34](=[O:37])[CH2:35][C:27]1[C:21]2[NH:20][C:19]([S:18][CH2:17][C:12]3[CH:13]=[CH:14][CH:15]=[CH:16][C:11]=3[C:10]([O:9][CH3:8])=[O:28])=[N:23][C:22]=2[CH:24]=[CH:25][CH:26]=1)([CH3:32])([CH3:31])[CH3:30], predict the reactants needed to synthesize it. The reactants are: [H-].[Na+].CN(C)C=O.[CH3:8][O:9][C:10](=[O:28])[C:11]1[CH:16]=[CH:15][CH:14]=[CH:13][C:12]=1[CH2:17][S:18][C:19]1[NH:20][C:21]2[CH:27]=[CH:26][CH:25]=[CH:24][C:22]=2[N:23]=1.[C:29]([O:33][C:34](=[O:37])[CH2:35]Br)([CH3:32])([CH3:31])[CH3:30]. (7) Given the product [CH2:1]([O:8][C:9]([NH:11][C@@H:12]1[CH2:40][N:25]2[C:24]3[C:26]([CH3:33])=[C:27]([C:29]([O:31][CH3:32])=[O:30])[S:28][C:23]=3[C:22]([CH:34]3[CH2:39][CH2:38][CH2:37][CH2:36][CH2:35]3)=[C:21]2[C:16]2[CH:17]=[CH:18][CH:19]=[CH:20][C:15]=2[O:14][CH2:13]1)=[O:10])[C:2]1[CH:7]=[CH:6][CH:5]=[CH:4][CH:3]=1, predict the reactants needed to synthesize it. The reactants are: [CH2:1]([O:8][C:9]([NH:11][C@H:12]([CH2:40]Br)[CH2:13][O:14][C:15]1[CH:20]=[CH:19][CH:18]=[CH:17][C:16]=1[C:21]1[NH:25][C:24]2[C:26]([CH3:33])=[C:27]([C:29]([O:31][CH3:32])=[O:30])[S:28][C:23]=2[C:22]=1[CH:34]1[CH2:39][CH2:38][CH2:37][CH2:36][CH2:35]1)=[O:10])[C:2]1[CH:7]=[CH:6][CH:5]=[CH:4][CH:3]=1.[H-].[Na+].